This data is from Forward reaction prediction with 1.9M reactions from USPTO patents (1976-2016). The task is: Predict the product of the given reaction. (1) Given the reactants [F:1][C:2]1[CH:3]=[C:4]([CH:34]=[CH:35][CH:36]=1)[O:5][C@@H:6]1[CH2:11][N:10]([C:12]([O:14][CH3:15])=[O:13])[C@H:9]([C:16]([N:18]2[CH2:23][CH2:22][N:21]([C:24]3[CH:29]=[CH:28][CH:27]=[CH:26][CH:25]=3)[CH2:20][CH2:19]2)=[O:17])[C@@H:8]([C:30]([O:32]C)=O)[CH2:7]1.[OH:37][NH2:38].Cl.C[O-].[Na+], predict the reaction product. The product is: [F:1][C:2]1[CH:3]=[C:4]([CH:34]=[CH:35][CH:36]=1)[O:5][C@@H:6]1[CH2:11][N:10]([C:12]([O:14][CH3:15])=[O:13])[C@H:9]([C:16]([N:18]2[CH2:23][CH2:22][N:21]([C:24]3[CH:25]=[CH:26][CH:27]=[CH:28][CH:29]=3)[CH2:20][CH2:19]2)=[O:17])[C@@H:8]([C:30]([NH:38][OH:37])=[O:32])[CH2:7]1. (2) Given the reactants [CH3:1][O:2][C:3]([C:5]1([S:11]([C:14]2[CH:19]=[CH:18][C:17]([O:20][CH2:21][C:22]#[C:23][CH3:24])=[CH:16][CH:15]=2)(=[O:13])=[O:12])[CH2:10][CH2:9][NH:8][CH2:7][CH2:6]1)=[O:4].C(N(CC)CC)C.[CH3:32][O:33][C:34]1[CH:39]=[CH:38][C:37]([S:40](Cl)(=[O:42])=[O:41])=[CH:36][CH:35]=1.CN(C1C=CC=CN=1)C, predict the reaction product. The product is: [CH2:21]([O:20][C:17]1[CH:16]=[CH:15][C:14]([S:11]([C:5]2([C:3]([O:2][CH3:1])=[O:4])[CH2:10][CH2:9][N:8]([S:40]([C:37]3[CH:36]=[CH:35][C:34]([O:33][CH3:32])=[CH:39][CH:38]=3)(=[O:42])=[O:41])[CH2:7][CH2:6]2)(=[O:13])=[O:12])=[CH:19][CH:18]=1)[C:22]#[C:23][CH3:24]. (3) Given the reactants C[C:2]1[CH:7]=[C:6]([CH3:8])N=[C:4]([N:9]2[C@@H:16]3[C@@H:11]([CH2:12][CH2:13][NH:14][CH2:15]3)[CH2:10]2)[N:3]=1.[F:17][C:18]1[CH:19]=[CH:20][C:21]([N:27]2[N:31]=[CH:30][CH:29]=[N:28]2)=[C:22]([CH:26]=1)[C:23](O)=[O:24].S1C=CC=[C:33]1C1C=CC=CC=1C(O)=O, predict the reaction product. The product is: [F:17][C:18]1[CH:19]=[CH:20][C:21]([N:27]2[N:31]=[CH:30][CH:29]=[N:28]2)=[C:22]([C:23]([N:14]2[CH2:13][CH2:12][C@@H:11]3[C@@H:16]([N:9]([C:4]4[CH:8]=[CH:6][C:7]([CH3:33])=[CH:2][N:3]=4)[CH2:10]3)[CH2:15]2)=[O:24])[CH:26]=1. (4) Given the reactants Cl.[NH:2]1[C:7]2[N:8]=[CH:9][CH:10]=[CH:11][C:6]=2[C:5]2([CH2:16][CH2:15][NH:14][CH2:13][CH2:12]2)[O:4][C:3]1=[O:17].Cl[C:19]1[N:24]=[CH:23][N:22]=[C:21]([O:25][C:26]2[CH:27]=[C:28]([CH3:39])[C:29]3[N:33]=[C:32]([CH2:34][CH2:35][O:36][CH3:37])[NH:31][C:30]=3[CH:38]=2)[CH:20]=1.CCN(C(C)C)C(C)C.[OH-].[Na+], predict the reaction product. The product is: [CH3:37][O:36][CH2:35][CH2:34][C:32]1[NH:31][C:30]2[CH:38]=[C:26]([O:25][C:21]3[N:22]=[CH:23][N:24]=[C:19]([N:14]4[CH2:13][CH2:12][C:5]5([O:4][C:3](=[O:17])[NH:2][C:7]6[N:8]=[CH:9][CH:10]=[CH:11][C:6]5=6)[CH2:16][CH2:15]4)[CH:20]=3)[CH:27]=[C:28]([CH3:39])[C:29]=2[N:33]=1. (5) Given the reactants [CH:1]1([CH2:7][CH:8]=[CH2:9])[CH2:6][CH2:5][CH2:4][CH2:3][CH2:2]1.[Mn]([O-])(=O)(=O)=[O:11].[K+].N([O-])=O.[Na+].S(=O)(=O)(O)O.[OH2:25], predict the reaction product. The product is: [CH:1]1([CH2:7][C:8](=[O:11])[CH2:9][OH:25])[CH2:6][CH2:5][CH2:4][CH2:3][CH2:2]1.